From a dataset of Full USPTO retrosynthesis dataset with 1.9M reactions from patents (1976-2016). Predict the reactants needed to synthesize the given product. (1) Given the product [ClH:27].[CH2:21]([C:7]1[O:16][C:15]2[CH:14]=[CH:13][C:12]([NH2:17])=[CH:11][C:10]=2[CH:8]=1)[CH2:22][CH2:23][CH3:24], predict the reactants needed to synthesize it. The reactants are: C(=O)(O)[O-].[Na+].Br[CH:7]([CH2:21][CH2:22][CH2:23][CH3:24])[C:8]([C:10]1[CH:11]=[C:12]([NH:17]C(=O)C)[CH:13]=[CH:14][C:15]=1[OH:16])=O.[BH4-].[Na+].[ClH:27]. (2) Given the product [CH2:1]([O:3][C:4]([C:6]1[C:11]([NH:12][C:29](=[O:30])[CH2:28][C:21]2[C:22]([F:27])=[CH:23][C:24]([F:26])=[CH:25][C:20]=2[F:19])=[CH:10][N:9]=[CH:8][N:7]=1)=[O:5])[CH3:2], predict the reactants needed to synthesize it. The reactants are: [CH2:1]([O:3][C:4]([C:6]1[C:11]([NH2:12])=[CH:10][N:9]=[CH:8][N:7]=1)=[O:5])[CH3:2].N1C=CC=CC=1.[F:19][C:20]1[CH:25]=[C:24]([F:26])[CH:23]=[C:22]([F:27])[C:21]=1[CH2:28][C:29](Cl)=[O:30].